Dataset: Forward reaction prediction with 1.9M reactions from USPTO patents (1976-2016). Task: Predict the product of the given reaction. Given the reactants [OH:1][C:2]1[CH:10]=[CH:9][C:8]2[N:7]3[CH2:11][C@H:12]([CH3:16])[NH:13][C:14](=[O:15])[C:6]3=[CH:5][C:4]=2[CH:3]=1.[CH:17]([N:20]1[CH2:25][CH2:24][CH:23](O)[CH2:22][CH2:21]1)([CH3:19])[CH3:18].C1(P(C2C=CC=CC=2)C2C=CC=CC=2)C=CC=CC=1.C(OC(N=NC(OC(C)(C)C)=O)=O)(C)(C)C, predict the reaction product. The product is: [CH:17]([N:20]1[CH2:25][CH2:24][CH:23]([O:1][C:2]2[CH:10]=[CH:9][C:8]3[N:7]4[CH2:11][C@H:12]([CH3:16])[NH:13][C:14](=[O:15])[C:6]4=[CH:5][C:4]=3[CH:3]=2)[CH2:22][CH2:21]1)([CH3:19])[CH3:18].